Dataset: Reaction yield outcomes from USPTO patents with 853,638 reactions. Task: Predict the reaction yield, written as a fraction of the theoretical maximum amount of product (1.0 means a 100% yield; for example, 0.34 means a 34% yield). (1) The reactants are [CH3:1][C:2]([C@H:4]1[C@@H:8]2[C@@H:9]3[C@@:22]([CH3:25])([CH2:23][CH2:24][C@@:7]2([C:31]([OH:33])=[O:32])[CH2:6][CH2:5]1)[C@@:21]1([CH3:26])[C@@H:12]([C@:13]2([CH3:30])[C@@H:18]([CH2:19][CH2:20]1)[C:17]([CH3:28])([CH3:27])[C@@H:16]([OH:29])[CH2:15][CH2:14]2)[CH2:11][CH2:10]3)=[CH2:3].C(Cl)(Cl)Cl.[CH3:38][OH:39]. No catalyst specified. The product is [CH3:3][C:2]([C@H:4]1[C@@H:8]2[C@@H:9]3[C@@:22]([CH3:25])([CH2:23][CH2:24][C@@:7]2([C:31]([OH:33])=[O:32])[CH2:6][CH2:5]1)[C@@:21]1([CH3:26])[C@@H:12]([C@:13]2([CH3:30])[C@@H:18]([CH2:19][CH2:20]1)[C:17]([CH3:27])([CH3:28])[C@@H:16]([O:29][C:38]([CH2:6][C:7]([C:31]([OH:33])=[O:32])([CH3:24])[CH3:8])=[O:39])[CH2:15][CH2:14]2)[CH2:11][CH2:10]3)=[CH2:1]. The yield is 0.700. (2) The reactants are Cl.[CH3:2][O:3][C:4]1[CH:5]=[C:6]([CH:11]=[CH:12][C:13]=1[C:14]1[O:18][C:17]([CH3:19])=[N:16][CH:15]=1)[C:7]([NH:9][NH2:10])=[O:8].[Cl:20][CH2:21][CH2:22][CH2:23][CH:24]([C:28]1[CH:33]=[CH:32][C:31]([F:34])=[CH:30][CH:29]=1)[C:25](O)=[O:26].CCN=C=NCCCN(C)C.C1C=CC2N(O)N=NC=2C=1.C(N(CC)CC)C. The catalyst is C(#N)C.O. The product is [Cl:20][CH2:21][CH2:22][CH2:23][CH:24]([C:28]1[CH:33]=[CH:32][C:31]([F:34])=[CH:30][CH:29]=1)[C:25]([NH:10][NH:9][C:7](=[O:8])[C:6]1[CH:11]=[CH:12][C:13]([C:14]2[O:18][C:17]([CH3:19])=[N:16][CH:15]=2)=[C:4]([O:3][CH3:2])[CH:5]=1)=[O:26]. The yield is 0.740. (3) The reactants are [CH3:1][O:2][C:3]1[CH:4]=[C:5]([CH:24]=[CH:25][C:26]=1[O:27][CH3:28])[CH2:6][CH2:7][C:8]1[S:9][C:10]2[N:11]=[C:12]([NH2:23])[N:13]=[C:14]([N:17]3[CH2:22][CH2:21][NH:20][CH2:19][CH2:18]3)[C:15]=2[N:16]=1.[Br:29][C:30]1[CH:40]=[CH:39][C:33]([O:34][CH2:35][C:36](O)=[O:37])=[CH:32][CH:31]=1. No catalyst specified. The product is [NH2:23][C:12]1[N:13]=[C:14]([N:17]2[CH2:18][CH2:19][N:20]([C:36](=[O:37])[CH2:35][O:34][C:33]3[CH:39]=[CH:40][C:30]([Br:29])=[CH:31][CH:32]=3)[CH2:21][CH2:22]2)[C:15]2[N:16]=[C:8]([CH2:7][CH2:6][C:5]3[CH:24]=[CH:25][C:26]([O:27][CH3:28])=[C:3]([O:2][CH3:1])[CH:4]=3)[S:9][C:10]=2[N:11]=1. The yield is 0.740.